Dataset: Forward reaction prediction with 1.9M reactions from USPTO patents (1976-2016). Task: Predict the product of the given reaction. (1) Given the reactants Br[C:2]1[CH:7]=[CH:6][CH:5]=[C:4]([O:8][CH:9]([CH3:11])[CH3:10])[N:3]=1.C([Sn](CCCC)(CCCC)[C:17]1[N:21]2[CH:22]=[CH:23][C:24]([C:26]([F:29])([F:28])[F:27])=[N:25][C:20]2=[N:19][CH:18]=1)CCC, predict the reaction product. The product is: [CH:9]([O:8][C:4]1[N:3]=[C:2]([C:17]2[N:21]3[CH:22]=[CH:23][C:24]([C:26]([F:27])([F:28])[F:29])=[N:25][C:20]3=[N:19][CH:18]=2)[CH:7]=[CH:6][CH:5]=1)([CH3:11])[CH3:10]. (2) Given the reactants [NH:1]1[CH2:6][CH2:5][C:4]2([O:11][C:10]3[C:12]4[C:17]([C:18](=[O:21])[C:19](=[O:20])[C:9]=3[S:8][CH2:7]2)=[CH:16][CH:15]=[CH:14][CH:13]=4)[CH2:3][CH2:2]1.Br[CH2:23][CH:24]1[CH2:26][CH2:25]1, predict the reaction product. The product is: [CH:24]1([CH2:23][N:1]2[CH2:2][CH2:3][C:4]3([O:11][C:10]4[C:12]5[C:17]([C:18](=[O:21])[C:19](=[O:20])[C:9]=4[S:8][CH2:7]3)=[CH:16][CH:15]=[CH:14][CH:13]=5)[CH2:5][CH2:6]2)[CH2:26][CH2:25]1. (3) Given the reactants Cl.[CH:2]1([O:8][CH2:9][C:10]2[CH:15]=[CH:14][CH:13]=[CH:12][C:11]=2[C:16]2[S:20][C:19]([N:21]=C(C3C=CC=CC=3)C3C=CC=CC=3)=[N:18][CH:17]=2)[CH2:7][CH2:6][CH2:5][CH2:4][CH2:3]1, predict the reaction product. The product is: [CH:2]1([O:8][CH2:9][C:10]2[CH:15]=[CH:14][CH:13]=[CH:12][C:11]=2[C:16]2[S:20][C:19]([NH2:21])=[N:18][CH:17]=2)[CH2:3][CH2:4][CH2:5][CH2:6][CH2:7]1. (4) Given the reactants [CH3:1][O:2][C:3]1[CH:8]=[CH:7][C:6]([C@@H:9]([NH:12][CH2:13][CH2:14][C:15]2[CH:20]=[CH:19][C:18]([O:21][CH3:22])=[CH:17][CH:16]=2)[CH2:10][NH2:11])=[CH:5][CH:4]=1.[C:23](N1C=CN=C1)(N1C=CN=C1)=[O:24].Cl, predict the reaction product. The product is: [CH3:1][O:2][C:3]1[CH:8]=[CH:7][C:6]([C@H:9]2[N:12]([CH2:13][CH2:14][C:15]3[CH:16]=[CH:17][C:18]([O:21][CH3:22])=[CH:19][CH:20]=3)[C:23](=[O:24])[NH:11][CH2:10]2)=[CH:5][CH:4]=1. (5) Given the reactants [CH3:1][C:2]([C:8]1[CH:13]=[C:12]([N:14]2[CH2:19][CH2:18][O:17][CH2:16][CH2:15]2)[N:11]=[C:10]([C:20]2[CH:25]=[CH:24][C:23]([NH:26][C:27](=O)[O:28]C3C=CC=CC=3)=[CH:22][CH:21]=2)[N:9]=1)([S:4]([CH3:7])(=[O:6])=[O:5])[CH3:3].CC([C:43]1C=C(N2CCOC[C@@H]2C)N=C(C2C=CC(NC(=O)OC3C=CC=CC=3)=CC=2)[N:44]=1)(S(C)(=O)=O)C, predict the reaction product. The product is: [CH3:43][NH:44][C:27](=[O:28])[NH:26][C:23]1[CH:22]=[CH:21][C:20]([C:10]2[N:9]=[C:8]([C:2]([S:4]([CH3:7])(=[O:5])=[O:6])([CH3:3])[CH3:1])[CH:13]=[C:12]([N:14]3[CH2:15][CH2:16][O:17][CH2:18][CH2:19]3)[N:11]=2)=[CH:25][CH:24]=1. (6) The product is: [CH2:24]([O:23][N:22]1[C:14]2[N:13]=[CH:12][C:11]([S:8]([NH:1][C:2]3[CH:3]=[CH:4][CH:5]=[CH:6][CH:7]=3)(=[O:9])=[O:10])=[CH:21][C:15]=2[C:16]([OH:17])=[C:24]([C:25]2[CH:30]=[CH:29][CH:28]=[CH:27][CH:26]=2)[C:31]1=[O:38])[C:25]1[CH:30]=[CH:29][CH:28]=[CH:27][CH:26]=1. Given the reactants [NH:1]([S:8]([C:11]1[CH:12]=[N:13][C:14]([N:22]([C:31](=[O:38])C2C=CC=CC=2)[O:23][CH2:24][C:25]2[CH:30]=[CH:29][CH:28]=[CH:27][CH:26]=2)=[C:15]([CH:21]=1)[C:16](OCC)=[O:17])(=[O:10])=[O:9])[C:2]1[CH:7]=[CH:6][CH:5]=[CH:4][CH:3]=1.CN(C=O)C.C[Si](C)(C)[N-][Si](C)(C)C.[Li+], predict the reaction product. (7) Given the reactants [O:1]1[C:5]2[CH:6]=[CH:7][CH:8]=[CH:9][C:4]=2[N:3]=[C:2]1[NH:10][C@@H:11]1[CH2:15][N:14](C(OC(C)(C)C)=O)[C@H:13]([C:23]([OH:25])=O)[CH2:12]1.[ClH:26].[C:27]([C@@H:29]1[CH2:33][CH2:32][CH2:31][NH:30]1)#[N:28], predict the reaction product. The product is: [ClH:26].[O:1]1[C:5]2[CH:6]=[CH:7][CH:8]=[CH:9][C:4]=2[N:3]=[C:2]1[NH:10][C@@H:11]1[CH2:15][NH:14][C@H:13]([C:23]([N:30]2[CH2:31][CH2:32][CH2:33][C@H:29]2[C:27]#[N:28])=[O:25])[CH2:12]1. (8) Given the reactants Cl[C:2]1[N:7]=[C:6]([S:8][CH3:9])[C:5]2[N:10]([CH3:13])[CH:11]=[N:12][C:4]=2[CH:3]=1.ClC1N=C(SC)C2N=CN(C)C=2C=1.[C:27]([N:31]1[CH:35]=[C:34](C2OC(C)(C)C(C)(C)O2)[CH:33]=[N:32]1)([CH3:30])([CH3:29])[CH3:28].C([O-])([O-])=O.[Cs+].[Cs+], predict the reaction product. The product is: [C:27]([N:31]1[CH:35]=[C:34]([C:2]2[N:7]=[C:6]([S:8][CH3:9])[C:5]3[N:10]([CH3:13])[CH:11]=[N:12][C:4]=3[CH:3]=2)[CH:33]=[N:32]1)([CH3:30])([CH3:29])[CH3:28].